Dataset: In vitro SARS-CoV-2 activity screen of 1,480 approved drugs from Prestwick library. Task: Binary Classification. Given a drug SMILES string, predict its activity (active/inactive) in a high-throughput screening assay against a specified biological target. The molecule is COCC1=C(C(=O)OC(C)OC(=O)OC(C)C)N2C(=O)[C@@H](NC(=O)/C(=N\OC)c3csc(N)n3)[C@H]2SC1. The result is 0 (inactive).